Task: Predict the reaction yield, written as a fraction of the theoretical maximum amount of product (1.0 means a 100% yield; for example, 0.34 means a 34% yield).. Dataset: Reaction yield outcomes from USPTO patents with 853,638 reactions (1) The reactants are [NH2:1][C:2]1[S:6][C:5]2[CH2:7][CH2:8][CH2:9][C:4]=2[C:3]=1[C:10]([C:12]1[CH:17]=[CH:16][C:15]([F:18])=[CH:14][CH:13]=1)=O.[F:19][C:20]([F:28])([F:27])[C:21](=[O:26])[CH2:22][C:23](=O)[CH3:24]. The catalyst is C(O)(=O)C.S(=O)(=O)(O)O. The product is [F:19][C:20]([F:28])([F:27])[C:21]([C:22]1[C:10]([C:12]2[CH:17]=[CH:16][C:15]([F:18])=[CH:14][CH:13]=2)=[C:3]2[C:4]3[CH2:9][CH2:8][CH2:7][C:5]=3[S:6][C:2]2=[N:1][C:23]=1[CH3:24])=[O:26]. The yield is 0.140. (2) The reactants are [CH2:1]([O:8][C:9]([N:11]1[CH2:15][CH2:14][CH2:13][CH:12]1[C:16]1[O:17][C:18]2[C:24]([C:25](OC)=O)=[CH:23][CH:22]=[CH:21][C:19]=2[N:20]=1)=[O:10])[C:2]1[CH:7]=[CH:6][CH:5]=[CH:4][CH:3]=1.[OH2:29].[NH3:30]. The catalyst is CO. The product is [C:25]([C:24]1[C:18]2[O:17][C:16]([CH:12]3[CH2:13][CH2:14][CH2:15][N:11]3[C:9]([O:8][CH2:1][C:2]3[CH:7]=[CH:6][CH:5]=[CH:4][CH:3]=3)=[O:10])=[N:20][C:19]=2[CH:21]=[CH:22][CH:23]=1)(=[O:29])[NH2:30]. The yield is 0.420. (3) The reactants are [F:1][CH:2]([F:31])[N:3]1[N:19]=[CH:18][C:17]2[NH:16][C:15](=[O:20])[C@H:14]([CH3:21])[CH:13]=[CH:12][CH2:11][C@H:10]([NH:22][C:23](=[O:29])[O:24][C:25]([CH3:28])([CH3:27])[CH3:26])[C:9]3[CH:30]=[C:5]([CH:6]=[CH:7][N:8]=3)[C:4]1=2. The catalyst is CCO.[Pd]. The product is [F:31][CH:2]([F:1])[N:3]1[N:19]=[CH:18][C:17]2[NH:16][C:15](=[O:20])[C@H:14]([CH3:21])[CH2:13][CH2:12][CH2:11][C@H:10]([NH:22][C:23](=[O:29])[O:24][C:25]([CH3:26])([CH3:27])[CH3:28])[C:9]3[CH:30]=[C:5]([CH:6]=[CH:7][N:8]=3)[C:4]1=2. The yield is 0.880. (4) The reactants are C[N:2]([CH3:30])[CH2:3][CH2:4][N:5]1[CH2:10][CH2:9][C:8]2[NH:11][C:12]([CH:15]=[C:16]3[C:24]4[C:19](=[CH:20]C=C(NC=O)[CH:23]=4)[NH:18][C:17]3=[O:28])=[C:13]([CH3:14])[C:7]=2[C:6]1=[O:29].F[C:32]([F:37])(F)[C:33](O)=O.Cl[CH2:39]Cl. No catalyst specified. The product is [CH2:30]([NH:2][CH2:3][CH2:4][N:5]1[CH2:10][CH2:9][C:8]2[NH:11][C:12]([CH:15]=[C:16]3[C:24]4[C:19](=[CH:20][CH:33]=[C:32]([F:37])[CH:23]=4)[NH:18][C:17]3=[O:28])=[C:13]([CH3:14])[C:7]=2[C:6]1=[O:29])[CH3:39]. The yield is 0.980. (5) The reactants are [C:1]([C:3]1[CH:4]=[C:5]([CH:9]=[CH:10][CH:11]=1)[C:6](Cl)=[O:7])#[N:2].CO.[NH2:14][NH2:15]. The catalyst is C(Cl)Cl. The product is [C:1]([C:3]1[CH:4]=[C:5]([CH:9]=[CH:10][CH:11]=1)[C:6]([NH:14][NH2:15])=[O:7])#[N:2]. The yield is 0.390. (6) The reactants are [ClH:1].C(N(CC)CCNC(C1C=CC2C(=CC=C(I)C=2)C=1)=O)C.[CH2:23]([N:25]([CH2:41][CH3:42])[CH2:26][CH2:27][NH:28][C:29]([C:31]1[N:32]=[C:33]2[CH:38]=[CH:37][C:36]([I:39])=[CH:35][N:34]2[CH:40]=1)=[O:30])[CH3:24].[K+].[Br-]. No catalyst specified. The product is [ClH:1].[ClH:1].[CH2:41]([N:25]([CH2:23][CH3:24])[CH2:26][CH2:27][NH:28][C:29]([C:31]1[N:32]=[C:33]2[CH:38]=[CH:37][C:36]([I:39])=[CH:35][N:34]2[CH:40]=1)=[O:30])[CH3:42]. The yield is 0.800. (7) The reactants are Br[CH2:2][C:3]1[C:4]([F:18])=[C:5]([C:11]2[CH:16]=[CH:15][CH:14]=[C:13]([Cl:17])[CH:12]=2)[C:6]([O:9][CH3:10])=[CH:7][CH:8]=1.[F:19][C:20]1[CH:25]=[CH:24][C:23](B(O)O)=[CH:22][N:21]=1.C1(C)C=CC=CC=1.C([O-])([O-])=O.[Na+].[Na+]. The catalyst is C1C=CC([P]([Pd]([P](C2C=CC=CC=2)(C2C=CC=CC=2)C2C=CC=CC=2)([P](C2C=CC=CC=2)(C2C=CC=CC=2)C2C=CC=CC=2)[P](C2C=CC=CC=2)(C2C=CC=CC=2)C2C=CC=CC=2)(C2C=CC=CC=2)C2C=CC=CC=2)=CC=1.C(O)C. The product is [Cl:17][C:13]1[CH:12]=[C:11]([C:5]2[C:6]([O:9][CH3:10])=[CH:7][CH:8]=[C:3]([CH2:2][C:23]3[CH:24]=[CH:25][C:20]([F:19])=[N:21][CH:22]=3)[C:4]=2[F:18])[CH:16]=[CH:15][CH:14]=1. The yield is 0.930. (8) The reactants are C([N:8](CC1C=CC=CC=1)[C:9](=[O:38])[C:10]1[CH:15]=[C:14]([N:16]2[C@H:20]3[CH2:21][CH2:22][CH2:23][CH2:24][C@@H:19]3[N:18]([C:25]3[CH:30]=[CH:29][C:28]([C:31]#[N:32])=[C:27]([C:33]([F:36])([F:35])[F:34])[CH:26]=3)[C:17]2=[O:37])[CH:13]=[CH:12][N:11]=1)C1C=CC=CC=1.OS(O)(=O)=O. The product is [C:31]([C:28]1[CH:29]=[CH:30][C:25]([N:18]2[C@H:19]3[CH2:24][CH2:23][CH2:22][CH2:21][C@@H:20]3[N:16]([C:14]3[CH:13]=[CH:12][N:11]=[C:10]([C:9]([NH2:8])=[O:38])[CH:15]=3)[C:17]2=[O:37])=[CH:26][C:27]=1[C:33]([F:36])([F:34])[F:35])#[N:32]. The yield is 0.120. The catalyst is C(Cl)Cl.